Dataset: HIV replication inhibition screening data with 41,000+ compounds from the AIDS Antiviral Screen. Task: Binary Classification. Given a drug SMILES string, predict its activity (active/inactive) in a high-throughput screening assay against a specified biological target. (1) The molecule is Cc1cccc(C=NNC(=S)N(C)CCc2ccccn2)n1. The result is 0 (inactive). (2) The drug is CC1(C)OCC2(CO1)CSCCCSCC1(COC(C)(C)OC1)CSCCCSC2. The result is 0 (inactive). (3) The compound is CCOC(=O)Cc1cc(=O)n(C)c2ccccc12. The result is 0 (inactive). (4) The compound is COC=C(C#N)S(=O)(=O)C(C#N)=COC. The result is 0 (inactive). (5) The result is 0 (inactive). The drug is COc1cc2c3c(c1OC)-c1ccccc1C(C(O)c1ccccc1)C3N(C)CC2.Cl. (6) The molecule is Oc1ccc2occ3c2c1CCC3. The result is 0 (inactive). (7) The compound is CC(Nc1nc(N)c(N=O)c(=O)n1C)C(=O)O.[KH]. The result is 0 (inactive). (8) The drug is NS(=O)(=O)c1ccc(NC(=O)c2ccc3nc4ccccc4c(Nc4ccc(S(N)(=O)=O)cc4)c3c2)cc1. The result is 1 (active). (9) The drug is CCOc1ccc(NC(=O)CCC(=O)NN)cc1. The result is 0 (inactive). (10) The drug is O=C(O)C(Cl)=C(Cl)C(=O)Nc1ccc(Cl)c(Cl)c1Cl. The result is 0 (inactive).